Task: Predict the product of the given reaction.. Dataset: Forward reaction prediction with 1.9M reactions from USPTO patents (1976-2016) (1) Given the reactants Cl[C:2]1[CH:7]=[CH:6][N:5]=[C:4]([N:8]2[CH2:13][CH2:12][C:11]([CH3:20])([C:14]3[CH:19]=[CH:18][CH:17]=[CH:16][CH:15]=3)[O:10][C:9]2=[O:21])[N:3]=1.[F:22][C:23]1[CH:28]=[C:27]([F:29])[CH:26]=[CH:25][C:24]=1B(O)O, predict the reaction product. The product is: [F:22][C:23]1[CH:28]=[C:27]([F:29])[CH:26]=[CH:25][C:24]=1[C:2]1[CH:7]=[CH:6][N:5]=[C:4]([N:8]2[CH2:13][CH2:12][C:11]([CH3:20])([C:14]3[CH:19]=[CH:18][CH:17]=[CH:16][CH:15]=3)[O:10][C:9]2=[O:21])[N:3]=1. (2) The product is: [NH:15]1[C:23]2[C:18](=[CH:19][CH:20]=[C:21]([NH:24][C:2]3[N:11]=[C:10]([Cl:12])[CH:9]=[C:8]([C:13]#[N:14])[C:3]=3[C:4]([O:6][CH3:7])=[O:5])[CH:22]=2)[CH:17]=[N:16]1. Given the reactants Cl[C:2]1[N:11]=[C:10]([Cl:12])[CH:9]=[C:8]([C:13]#[N:14])[C:3]=1[C:4]([O:6][CH3:7])=[O:5].[NH:15]1[C:23]2[C:18](=[CH:19][CH:20]=[C:21]([NH2:24])[CH:22]=2)[CH:17]=[N:16]1.CCN(CC)CC.O, predict the reaction product. (3) Given the reactants [C:1]([O:5][C:6]([N:8]1[CH2:13][CH2:12][N:11]([C:14]([C:16]2[C:24]3[C:19](=[CH:20][C:21](Br)=[CH:22][CH:23]=3)[N:18]([C:26]3[CH:31]=[CH:30][CH:29]=[CH:28][CH:27]=3)[C:17]=2[O:32][C:33]2[CH:38]=[C:37]([F:39])[CH:36]=[CH:35][C:34]=2[CH3:40])=[O:15])[CH2:10][CH2:9]1)=[O:7])([CH3:4])([CH3:3])[CH3:2].[CH3:41][N:42](C=O)C, predict the reaction product. The product is: [C:1]([O:5][C:6]([N:8]1[CH2:13][CH2:12][N:11]([C:14]([C:16]2[C:24]3[C:19](=[CH:20][C:21]([C:41]#[N:42])=[CH:22][CH:23]=3)[N:18]([C:26]3[CH:31]=[CH:30][CH:29]=[CH:28][CH:27]=3)[C:17]=2[O:32][C:33]2[CH:38]=[C:37]([F:39])[CH:36]=[CH:35][C:34]=2[CH3:40])=[O:15])[CH2:10][CH2:9]1)=[O:7])([CH3:4])([CH3:3])[CH3:2]. (4) Given the reactants [CH3:1][N:2]([CH3:13])[C:3]1[CH:12]=[CH:11][CH:10]=[CH:9][C:4]=1[C:5]([O:7][CH3:8])=[O:6].FC(F)(F)S(O[C:20]1[CH:25]=[CH:24]C=[CH:22][C:21]=1[Si](C)(C)C)(=O)=O.[F-].[K+].C1OCCOCCOCCOCCOCCOC1, predict the reaction product. The product is: [CH3:13][N:2]([C:1]1[CH:24]=[CH:25][CH:20]=[CH:21][CH:22]=1)[C:3]1[CH:12]=[CH:11][CH:10]=[CH:9][C:4]=1[C:5]([O:7][CH3:8])=[O:6]. (5) The product is: [O:25]=[C:24]([C:26]1[CH:31]=[CH:30][CH:29]=[CH:28][CH:27]=1)[CH2:23][N:8]([CH2:7][C:6]1[CH:18]=[CH:19][C:3]([C:2]([F:1])([F:20])[F:21])=[CH:4][CH:5]=1)[S:9]([C:12]1[CH:17]=[CH:16][CH:15]=[CH:14][CH:13]=1)(=[O:10])=[O:11]. Given the reactants [F:1][C:2]([F:21])([F:20])[C:3]1[CH:19]=[CH:18][C:6]([CH2:7][NH:8][S:9]([C:12]2[CH:17]=[CH:16][CH:15]=[CH:14][CH:13]=2)(=[O:11])=[O:10])=[CH:5][CH:4]=1.Br[CH2:23][C:24]([C:26]1[CH:31]=[CH:30][CH:29]=[CH:28][CH:27]=1)=[O:25].C(=O)([O-])[O-].[Cs+].[Cs+], predict the reaction product. (6) The product is: [NH2:9][C@H:8]([C:16]1[O:20][N:19]=[C:18]([CH3:21])[C:17]=1[C:22]1[CH:30]=[CH:29][C:28]([Cl:31])=[CH:27][C:23]=1[C:24]([O:26][CH3:35])=[O:25])[CH2:7][C:6]([O:5][C:1]([CH3:4])([CH3:3])[CH3:2])=[O:32]. Given the reactants [C:1]([O:5][C:6](=[O:32])[CH2:7][C@@H:8]([C:16]1[O:20][N:19]=[C:18]([CH3:21])[C:17]=1[C:22]1[CH:30]=[CH:29][C:28]([Cl:31])=[CH:27][C:23]=1[C:24]([O-:26])=[O:25])[NH:9][S@](C(C)(C)C)=O)([CH3:4])([CH3:3])[CH3:2].Cl.O1CCOC[CH2:35]1, predict the reaction product. (7) Given the reactants Br[C:2]1[CH:7]=[CH:6][C:5]([C:8]2[NH:12][C:11]3[CH:13]=[C:14]([S:17]([CH3:20])(=[O:19])=[O:18])[CH:15]=[CH:16][C:10]=3[N:9]=2)=[CH:4][CH:3]=1.[S:21]1[CH:25]=[CH:24][C:23](B(O)O)=[CH:22]1, predict the reaction product. The product is: [CH3:20][S:17]([C:14]1[CH:15]=[CH:16][C:10]2[N:9]=[C:8]([C:5]3[CH:6]=[CH:7][C:2]([C:23]4[CH:24]=[CH:25][S:21][CH:22]=4)=[CH:3][CH:4]=3)[NH:12][C:11]=2[CH:13]=1)(=[O:19])=[O:18].